This data is from Forward reaction prediction with 1.9M reactions from USPTO patents (1976-2016). The task is: Predict the product of the given reaction. Given the reactants [H-].[Na+].[CH3:3][O:4][C:5]1[CH:6]=[CH:7][CH:8]=[C:9]2[C:13]=1[CH:12]([NH:14][C:15]1[C:20]([CH:21]=O)=[CH:19][N:18]=[C:17]([S:23][CH3:24])[N:16]=1)[CH2:11][CH2:10]2.[OH2:25].[O:26]1[CH2:30][CH2:29][CH2:28][CH2:27]1, predict the reaction product. The product is: [CH3:3][O:4][C:5]1[CH:6]=[CH:7][CH:8]=[C:9]2[C:13]=1[CH:12]([NH:14][C:15]1[C:20](/[CH:21]=[CH:28]/[C:27]([O:26][CH2:30][CH3:29])=[O:25])=[CH:19][N:18]=[C:17]([S:23][CH3:24])[N:16]=1)[CH2:11][CH2:10]2.